From a dataset of Forward reaction prediction with 1.9M reactions from USPTO patents (1976-2016). Predict the product of the given reaction. (1) Given the reactants [OH-].[Li+].[NH2:3][C:4]1[N:9]=[C:8]([NH:10][CH2:11][CH2:12][CH2:13][N:14]2[CH:18]=[C:17]([C:19]3[CH:24]=[CH:23][C:22]([Cl:25])=[CH:21][C:20]=3[Cl:26])[CH:16]=[C:15]2[C:27]([O:29]CC2C=CC=CC=2)=[O:28])[CH:7]=[CH:6][C:5]=1[N+:37]([O-:39])=[O:38].Cl, predict the reaction product. The product is: [NH2:3][C:4]1[N:9]=[C:8]([NH:10][CH2:11][CH2:12][CH2:13][N:14]2[CH:18]=[C:17]([C:19]3[CH:24]=[CH:23][C:22]([Cl:25])=[CH:21][C:20]=3[Cl:26])[CH:16]=[C:15]2[C:27]([OH:29])=[O:28])[CH:7]=[CH:6][C:5]=1[N+:37]([O-:39])=[O:38]. (2) Given the reactants [C:1]([O:4][CH2:5][C:6]1[C:11](B2OC(C)(C)C(C)(C)O2)=[CH:10][CH:9]=[CH:8][C:7]=1[N:21]1[CH2:33][CH2:32][N:24]2[C:25]3[CH2:26][CH2:27][CH2:28][CH2:29][C:30]=3[CH:31]=[C:23]2[C:22]1=[O:34])(=[O:3])[CH3:2].Br[C:36]1[CH:37]=[C:38]([NH:44][C:45]2[S:46][C:47]3[CH2:48][N:49]([CH3:54])[CH2:50][CH2:51][C:52]=3[N:53]=2)[C:39](=[O:43])[N:40]([CH3:42])[CH:41]=1, predict the reaction product. The product is: [C:1]([O:4][CH2:5][C:6]1[C:7]([N:21]2[CH2:33][CH2:32][N:24]3[C:25]4[CH2:26][CH2:27][CH2:28][CH2:29][C:30]=4[CH:31]=[C:23]3[C:22]2=[O:34])=[CH:8][CH:9]=[CH:10][C:11]=1[C:36]1[CH:37]=[C:38]([NH:44][C:45]2[S:46][C:47]3[CH2:48][N:49]([CH3:54])[CH2:50][CH2:51][C:52]=3[N:53]=2)[C:39](=[O:43])[N:40]([CH3:42])[CH:41]=1)(=[O:3])[CH3:2]. (3) Given the reactants [CH2:1]([O:3][C:4]([C:6]1[N:7]=[C:8]([C:11]2[CH:16]=[CH:15][CH:14]=[CH:13][CH:12]=2)[O:9][CH:10]=1)=[O:5])[CH3:2].[Cl:17]N1C(=O)CCC1=O, predict the reaction product. The product is: [CH2:1]([O:3][C:4]([C:6]1[N:7]=[C:8]([C:11]2[CH:16]=[CH:15][CH:14]=[CH:13][CH:12]=2)[O:9][C:10]=1[Cl:17])=[O:5])[CH3:2]. (4) The product is: [CH2:23]([N:30]1[C@@H:35]2[C@H:36]([C:38](=[S:10])[NH2:40])[CH2:37][C@@:31]1([C:57]1[CH:62]=[CH:61][CH:60]=[CH:59][CH:58]=1)[C@H:32]([O:41][CH2:42][C:43]1[CH:48]=[C:47]([C:49]([F:52])([F:51])[F:50])[CH:46]=[C:45]([C:53]([F:56])([F:55])[F:54])[CH:44]=1)[CH2:33][CH2:34]2)[C:24]1[CH:29]=[CH:28][CH:27]=[CH:26][CH:25]=1. Given the reactants COC1C=CC(P2(SP(C3C=CC(OC)=CC=3)(=S)S2)=[S:10])=CC=1.[CH2:23]([N:30]1[C@@H:35]2[C@H:36]([C:38]([NH2:40])=O)[CH2:37][C@@:31]1([C:57]1[CH:62]=[CH:61][CH:60]=[CH:59][CH:58]=1)[C@H:32]([O:41][CH2:42][C:43]1[CH:48]=[C:47]([C:49]([F:52])([F:51])[F:50])[CH:46]=[C:45]([C:53]([F:56])([F:55])[F:54])[CH:44]=1)[CH2:33][CH2:34]2)[C:24]1[CH:29]=[CH:28][CH:27]=[CH:26][CH:25]=1, predict the reaction product. (5) Given the reactants [C:1]([CH2:4][CH2:5][NH:6][C:7]1[CH:12]=[CH:11][C:10]([N:13]([CH3:22])[C:14](=[O:21])[C:15]2[CH:20]=[CH:19][CH:18]=[CH:17][CH:16]=2)=[CH:9][C:8]=1[N+:23]([O-])=O)(=[O:3])[NH2:2], predict the reaction product. The product is: [NH2:23][C:8]1[CH:9]=[C:10]([N:13]([CH3:22])[C:14](=[O:21])[C:15]2[CH:16]=[CH:17][CH:18]=[CH:19][CH:20]=2)[CH:11]=[CH:12][C:7]=1[NH:6][CH2:5][CH2:4][C:1](=[O:3])[NH2:2].